From a dataset of Catalyst prediction with 721,799 reactions and 888 catalyst types from USPTO. Predict which catalyst facilitates the given reaction. (1) Reactant: C(OC(=O)[NH:7][CH:8]([CH:28]1[CH2:33][CH2:32][CH2:31][CH2:30][CH2:29]1)[C:9]([N:11]1[CH2:15][CH2:14][CH2:13][C@H:12]1[C:16]1[N:17]=[N:18][N:19]([CH2:21][C:22]2[CH:27]=[CH:26][CH:25]=[CH:24][CH:23]=2)[N:20]=1)=[O:10])(C)(C)C.[C:35]([OH:41])([C:37]([F:40])([F:39])[F:38])=[O:36]. Product: [F:38][C:37]([F:40])([F:39])[C:35]([OH:41])=[O:36].[NH2:7][CH:8]([CH:28]1[CH2:29][CH2:30][CH2:31][CH2:32][CH2:33]1)[C:9]([N:11]1[CH2:15][CH2:14][CH2:13][C@H:12]1[C:16]1[N:17]=[N:18][N:19]([CH2:21][C:22]2[CH:27]=[CH:26][CH:25]=[CH:24][CH:23]=2)[N:20]=1)=[O:10]. The catalyst class is: 2. (2) Reactant: [NH2:1][C:2]1[CH:12]=[CH:11][C:5]([C:6]([O:8][CH2:9][CH3:10])=[O:7])=[CH:4][CH:3]=1.C(N(CC)CC)C.[F:20][C:21]1[CH:29]=[CH:28][C:24]([C:25](Cl)=[O:26])=[CH:23][CH:22]=1. Product: [F:20][C:21]1[CH:29]=[CH:28][C:24]([C:25]([NH:1][C:2]2[CH:3]=[CH:4][C:5]([C:6]([O:8][CH2:9][CH3:10])=[O:7])=[CH:11][CH:12]=2)=[O:26])=[CH:23][CH:22]=1. The catalyst class is: 4. (3) Reactant: C([Sn](CCCC)(CCCC)[C:6]1[O:7][CH:8]=[CH:9][CH:10]=1)CCC.[NH2:19][C:20]1[N:25]=[C:24](Cl)[CH:23]=[C:22]([Cl:27])[N:21]=1. Product: [NH2:19][C:20]1[N:21]=[C:22]([Cl:27])[CH:23]=[C:24]([C:6]2[O:7][CH:8]=[CH:9][CH:10]=2)[N:25]=1. The catalyst class is: 233. (4) Reactant: [CH:1]([C:3]1[CH:11]=[CH:10][C:6]([C:7]([OH:9])=[O:8])=[CH:5][CH:4]=1)=O.[OH:12][C:13]1[CH:18]=[CH:17][C:16]([C:19](=[O:21])[CH3:20])=[CH:15][C:14]=1[CH3:22].[OH-].[K+].Cl. Product: [OH:12][C:13]1[CH:18]=[CH:17][C:16]([C:19](=[O:21])/[CH:20]=[CH:1]/[C:3]2[CH:11]=[CH:10][C:6]([C:7]([OH:9])=[O:8])=[CH:5][CH:4]=2)=[CH:15][C:14]=1[CH3:22]. The catalyst class is: 24. (5) Reactant: N(C(N1CCCCC1)=O)=NC(N1CCCCC1)=O.[O:19]([CH2:23][C:24]([CH3:53])([CH3:52])[CH2:25][N:26]1[C:32]2[CH:33]=[CH:34][C:35]([Cl:37])=[CH:36][C:31]=2[C@@H:30]([C:38]2[CH:43]=[CH:42][CH:41]=[C:40]([O:44][CH3:45])[C:39]=2[O:46][CH3:47])[O:29][C@H:28]([CH2:48][CH2:49]O)[C:27]1=[O:51])[C:20]([CH3:22])=[O:21].[NH:54]1[C:58]([C:59]([O:61][CH3:62])=[O:60])=[CH:57][CH:56]=[N:55]1.C1(C)C=CC=CC=1. Product: [C:20]([O:19][CH2:23][C:24]([CH3:52])([CH3:53])[CH2:25][N:26]1[C:32]2[CH:33]=[CH:34][C:35]([Cl:37])=[CH:36][C:31]=2[C@@H:30]([C:38]2[CH:43]=[CH:42][CH:41]=[C:40]([O:44][CH3:45])[C:39]=2[O:46][CH3:47])[O:29][C@H:28]([CH2:48][CH2:49][N:54]2[C:58]([C:59]([O:61][CH3:62])=[O:60])=[CH:57][CH:56]=[N:55]2)[C:27]1=[O:51])(=[O:21])[CH3:22]. The catalyst class is: 81. (6) Reactant: [CH3:1][O:2][C:3]([C:5]1[S:14][C:8]2=[N:9][CH:10]=[C:11]([NH2:13])[CH:12]=[C:7]2[C:6]=1[O:15][CH2:16][C:17]([O:19][C:20]([CH3:23])([CH3:22])[CH3:21])=[O:18])=[O:4].[C:24](OC(=O)C)(=[O:26])[CH3:25].Cl. Product: [CH3:1][O:2][C:3]([C:5]1[S:14][C:8]2=[N:9][CH:10]=[C:11]([NH:13][C:24](=[O:26])[CH3:25])[CH:12]=[C:7]2[C:6]=1[O:15][CH2:16][C:17]([O:19][C:20]([CH3:23])([CH3:22])[CH3:21])=[O:18])=[O:4]. The catalyst class is: 17.